This data is from Forward reaction prediction with 1.9M reactions from USPTO patents (1976-2016). The task is: Predict the product of the given reaction. (1) Given the reactants [NH2:1][C:2]1([C:6]([NH:8][C:9]2[CH:10]=[N:11][C:12]([O:15][C:16]3[CH:21]=[CH:20][C:19]([CH3:22])=[C:18]([O:23][CH3:24])[CH:17]=3)=[CH:13][CH:14]=2)=[O:7])[CH2:5][CH2:4][CH2:3]1.Cl[C:26](Cl)([O:28]C(=O)OC(Cl)(Cl)Cl)Cl, predict the reaction product. The product is: [CH3:22][C:19]1[CH:20]=[CH:21][C:16]([O:15][C:12]2[N:11]=[CH:10][C:9]([N:8]3[C:6](=[O:7])[C:2]4([CH2:5][CH2:4][CH2:3]4)[NH:1][C:26]3=[O:28])=[CH:14][CH:13]=2)=[CH:17][C:18]=1[O:23][CH3:24]. (2) Given the reactants [H-].[Na+].[F:3][C:4]1[C:15]([F:16])=[CH:14][CH:13]=[CH:12][C:5]=1[O:6][CH2:7][CH2:8][CH2:9][CH2:10][OH:11].Br[CH2:18][CH2:19][CH2:20][CH2:21][CH3:22], predict the reaction product. The product is: [F:16][C:15]1[CH:14]=[CH:13][CH:12]=[C:5]([O:6][CH2:7][CH2:8][CH2:9][CH2:10][O:11][CH2:18][CH2:19][CH2:20][CH2:21][CH3:22])[C:4]=1[F:3]. (3) Given the reactants [Cl:1][C:2]1[CH:3]=[CH:4][C:5]([C:28]([F:31])([F:30])[F:29])=[C:6]([CH:27]=1)[CH2:7][N:8]1[CH2:13][CH2:12][NH:11][C:10]2[N:14]=[CH:15][C:16]([C:18]3[CH:26]=[CH:25][C:21]([C:22](O)=[O:23])=[CH:20][CH:19]=3)=[CH:17][C:9]1=2.[F:32][C:33]([F:47])([F:46])[C:34]1[CH:35]=[C:36]([CH:39]=[C:40]([C:42]([F:45])([F:44])[F:43])[CH:41]=1)[CH2:37][NH2:38], predict the reaction product. The product is: [F:32][C:33]([F:46])([F:47])[C:34]1[CH:35]=[C:36]([CH:39]=[C:40]([C:42]([F:45])([F:43])[F:44])[CH:41]=1)[CH2:37][NH:38][C:22](=[O:23])[C:21]1[CH:25]=[CH:26][C:18]([C:16]2[CH:15]=[N:14][C:10]3[NH:11][CH2:12][CH2:13][N:8]([CH2:7][C:6]4[CH:27]=[C:2]([Cl:1])[CH:3]=[CH:4][C:5]=4[C:28]([F:30])([F:31])[F:29])[C:9]=3[CH:17]=2)=[CH:19][CH:20]=1. (4) Given the reactants [Si:1]([O:8][C:9]1[CH:10]=[C:11]2[C:16](=[CH:17][CH:18]=1)[CH:15]=[C:14]([C:19]#[C:20][CH2:21][CH2:22][NH:23]C(=O)OCC1C=CC=CC=1)[CH:13]=[CH:12]2)([C:4]([CH3:7])([CH3:6])[CH3:5])([CH3:3])[CH3:2], predict the reaction product. The product is: [CH2:12]([CH:22]([NH2:23])[CH2:21][CH2:20][CH2:19][C:14]1[CH:13]=[CH:12][C:11]2[C:16](=[CH:17][CH:18]=[C:9]([O:8][Si:1]([C:4]([CH3:5])([CH3:7])[CH3:6])([CH3:3])[CH3:2])[CH:10]=2)[CH:15]=1)[C:11]1[CH:16]=[CH:17][CH:18]=[CH:9][CH:10]=1. (5) Given the reactants [F:1][C:2]1[CH:7]=[CH:6][CH:5]=[CH:4][C:3]=1[S:8]([NH:11][C:12]1[CH:13]=[C:14]([CH:31]=[CH:32][CH:33]=1)[C:15]([NH:17][CH:18]1[CH:25]2[CH2:26][C:21]3([C:28]([OH:30])=O)[CH2:22][CH:23]([CH2:27][CH:19]1[CH2:20]3)[CH2:24]2)=[O:16])(=[O:10])=[O:9].C(Cl)CCl.C1C=CC2N(O)N=[N:44]C=2C=1.O.N, predict the reaction product. The product is: [F:1][C:2]1[CH:7]=[CH:6][CH:5]=[CH:4][C:3]=1[S:8]([NH:11][C:12]1[CH:13]=[C:14]([CH:31]=[CH:32][CH:33]=1)[C:15]([NH:17][CH:18]1[CH:19]2[CH2:20][C:21]3([C:28]([NH2:44])=[O:30])[CH2:22][CH:23]([CH2:24][CH:25]1[CH2:26]3)[CH2:27]2)=[O:16])(=[O:9])=[O:10]. (6) Given the reactants [C:1]([C:5]1[CH:6]=[C:7]([CH:10]=[C:11]([C:14]([CH3:17])([CH3:16])[CH3:15])[C:12]=1[OH:13])[C:8]#[N:9])([CH3:4])([CH3:3])[CH3:2].CI.[C:20](=O)([O-])[O-].[Cs+].[Cs+], predict the reaction product. The product is: [C:14]([C:11]1[CH:10]=[C:7]([CH:6]=[C:5]([C:1]([CH3:4])([CH3:3])[CH3:2])[C:12]=1[O:13][CH3:20])[C:8]#[N:9])([CH3:17])([CH3:16])[CH3:15].